Dataset: Peptide-MHC class I binding affinity with 185,985 pairs from IEDB/IMGT. Task: Regression. Given a peptide amino acid sequence and an MHC pseudo amino acid sequence, predict their binding affinity value. This is MHC class I binding data. (1) The MHC is HLA-A02:17 with pseudo-sequence YFAMYGEKVAHTHVDTLYLMFHYYTWAVLAYTWY. The peptide sequence is TMFGGVSWMI. The binding affinity (normalized) is 0.527. (2) The peptide sequence is GRINYYWTL. The MHC is HLA-C07:02 with pseudo-sequence HLA-C07:02. The binding affinity (normalized) is 0.699. (3) The peptide sequence is SSARYDVAL. The MHC is HLA-A01:01 with pseudo-sequence HLA-A01:01. The binding affinity (normalized) is 0.0847.